From a dataset of Human Reference Interactome with 51,813 positive PPI pairs across 8,248 proteins, plus equal number of experimentally-validated negative pairs. Binary Classification. Given two protein amino acid sequences, predict whether they physically interact or not. (1) Protein 1 (ENSG00000124172) has sequence MVAYWRQAGLSYIRYSQICAKAVRDALKTEFKANAEKTSGSNVKIVKVKKE*. Protein 2 (ENSG00000126088) has sequence MEANGLGPQGFPELKNDTFLRAAWGEETDYTPVWCMRQAGRYLPEFRETRAAQDFFSTCRSPEACCELTLQPLRRFPLDAAIIFSDILVVPQALGMEVTMVPGKGPSFPEPLREEQDLERLRDPEVVASELGYVFQAITLTRQRLAGRVPLIGFAGAPWTLMTYMVEGGGSSTMAQAKRWLYQRPQASHQLLRILTDALVPYLVGQVVAGAQALQLFESHAGHLGPQLFNKFALPYIRDVAKQVKARLREAGLAPVPMIIFAKDGHFALEELAQAGYEVVGLDWTVAPKKARECVGKTVT.... Result: 0 (the proteins do not interact). (2) Protein 1 (ENSG00000183323) has sequence MSKVARSSSESDVQLWETEEDDMTEGDLGYGLGRKPGGIYEIEFSHRSRKRSDGKNFSPPPFPRKGEERNEASFQYSKHKSQQDTFPQVSRISNYRRQSSTDSNSELSNEELRQCLNETLEEVEMLKTELEASQRQLRGKEEALKILQSMAILGKATSHTQAVLQKTMEQNRSLEKEINALQWEIEFDHNRFKNIEESWIQKYDRLNCENAVLKENLKVKTEEIKMLKSDNAVLNQRYLEALAMLDIKQQKMAQENMCCDKSGFAEASGLEDFHHQGVRRPSGRDCWVCSLQKTVLRGWK.... Protein 2 (ENSG00000258890) has sequence MAGSDAEWVTIANNLLFKCHIHLRIHELQDCDANVFIALYQSILGEKVPDLIVIPRSQEDDAHNVQAVIDSLALDYLQVSLSHITALYSVSRRKYSERR*MAGSDAEWVTIANNLLFKCHIHLRIHELQDCDANVFIALYQSILGEKVPDLIVIPRSQEDDAHNVQAVIDSLALDYLQVSLSHITGENIVKGDKESIKNLLEIFDGLLEYLTERISETSHEKSETEQYFKESDRGERLEEPESTKESKSSWKRVSFGRCSLSSEMLGPSWDGDEAESTGEIIRLGDTAHTFSLRSNGAQC.... Result: 1 (the proteins interact). (3) Protein 1 (ENSG00000050748) has sequence MSDSKCDSQFYSVQVADSTFTVLKRYQQLKPIGSGAQGIVCAAFDTVLGINVAVKKLSRPFQNQTHAKRAYRELVLLKCVNHKNIISLLNVFTPQKTLEEFQDVYLVMELMDANLCQVIHMELDHERMSYLLYQMLCGIKHLHSAGIIHRDLKPSNIVVKSDCTLKILDFGLARTACTNFMMTPYVVTRYYRAPEVILGMGYKENVDIWSVGCIMAEMVLHKVLFPGRDYIDQWNKVIEQLGTPSAEFMKKLQPTVRNYVENRPKYPGIKFEELFPDWIFPSESERDKIKTSQARDLLSK.... Protein 2 (ENSG00000270885) has sequence MVSTYRVAVLGARGVGKSAIVRQFLYNEFSEVCVPTTARRLYLPAVVMNGHVHDLQILDFPPISAFPVNTLQEWADTCCRGLRSVHAYILVYDICCFDSFEYVKTIRQQILETRVIGTSETPIIIVGNKRDLQRGRVIPRWNVSHLVRKTWKCGYVECSAKYNWHILLLFSELLKSVGCARCKHVHAALRFQGALRRNRCAIM*. Result: 1 (the proteins interact). (4) Protein 1 (ENSG00000089050) has sequence MASPSKAVIVPGNGGGDVTTHGWYGWVKKELEKIPGFQCLAKNMPDPITARESIWLPFMETELHCDEKTIIIGHSSGAIAAMRYAETHRVYAIVLVSAYTSDLGDENERASGYFTRPWQWEKIKANCPYIVQFGSTDDPFLPWKEQQEVADRLETKLHKFTDCGHFQNTEFHELITVVKSLLKVPA*. Protein 2 (ENSG00000136161) has sequence MEEELPLFSGDSGKPVQATLSSLKMLDVGKWPIFSLCSEEELQLIRQACVFGSAGNEVLYTTVNDEIFVLGTNCCGCLGLGDVQSTIEPRRLDSLNGKKIACLSYGSGPHIVLATTEGEVFTWGHNAYSQLGNGTTNHGLVPCHISTNLSNKQVIEVACGSYHSLVLTSDGEVFAWGYNNSGQVGSGSTVNQPIPRRVTGCLQNKVVVTIACGQMCCMAVVDTGEVYVWGYNGNGQLGLGNSGNQPTPCRVAALQGIRVQRVACGYAHTLVLTDEGQVYAWGANSYGQLGTGNKSNQSYP.... Result: 1 (the proteins interact).